Dataset: NCI-60 drug combinations with 297,098 pairs across 59 cell lines. Task: Regression. Given two drug SMILES strings and cell line genomic features, predict the synergy score measuring deviation from expected non-interaction effect. (1) Drug 1: C(=O)(N)NO. Drug 2: CC1C(C(CC(O1)OC2CC(CC3=C2C(=C4C(=C3O)C(=O)C5=CC=CC=C5C4=O)O)(C(=O)C)O)N)O. Cell line: DU-145. Synergy scores: CSS=37.4, Synergy_ZIP=-0.330, Synergy_Bliss=-0.950, Synergy_Loewe=-34.1, Synergy_HSA=-1.18. (2) Drug 1: CC1=C(C=C(C=C1)NC(=O)C2=CC=C(C=C2)CN3CCN(CC3)C)NC4=NC=CC(=N4)C5=CN=CC=C5. Drug 2: CCCCC(=O)OCC(=O)C1(CC(C2=C(C1)C(=C3C(=C2O)C(=O)C4=C(C3=O)C=CC=C4OC)O)OC5CC(C(C(O5)C)O)NC(=O)C(F)(F)F)O. Cell line: A498. Synergy scores: CSS=29.7, Synergy_ZIP=5.98, Synergy_Bliss=5.99, Synergy_Loewe=-17.2, Synergy_HSA=2.19. (3) Drug 1: CC1=C(C(=CC=C1)Cl)NC(=O)C2=CN=C(S2)NC3=CC(=NC(=N3)C)N4CCN(CC4)CCO. Drug 2: CC1C(C(CC(O1)OC2CC(OC(C2O)C)OC3=CC4=CC5=C(C(=O)C(C(C5)C(C(=O)C(C(C)O)O)OC)OC6CC(C(C(O6)C)O)OC7CC(C(C(O7)C)O)OC8CC(C(C(O8)C)O)(C)O)C(=C4C(=C3C)O)O)O)O. Cell line: SNB-19. Synergy scores: CSS=25.7, Synergy_ZIP=-2.99, Synergy_Bliss=0.663, Synergy_Loewe=-2.28, Synergy_HSA=-0.260.